Dataset: Reaction yield outcomes from USPTO patents with 853,638 reactions. Task: Predict the reaction yield, written as a fraction of the theoretical maximum amount of product (1.0 means a 100% yield; for example, 0.34 means a 34% yield). (1) The yield is 0.310. The reactants are [F:1][C:2]1[CH:7]=[CH:6][C:5]([C:8]2[O:9][C:10]3[CH:20]=[CH:19][C:18]([C:21]4[CH:22]=[C:23]([CH:27]=[CH:28][CH:29]=4)[C:24](O)=[O:25])=[CH:17][C:11]=3[C:12]=2[C:13](=[O:16])[NH:14][CH3:15])=[CH:4][CH:3]=1.CCN=C=NCCCN(C)C.Cl.[C:42]([S:46]([NH2:49])(=[O:48])=[O:47])([CH3:45])([CH3:44])[CH3:43].ClCCCl. The product is [C:42]([S:46]([NH:49][C:24]([C:23]1[CH:22]=[C:21]([C:18]2[CH:19]=[CH:20][C:10]3[O:9][C:8]([C:5]4[CH:6]=[CH:7][C:2]([F:1])=[CH:3][CH:4]=4)=[C:12]([C:13]([NH:14][CH3:15])=[O:16])[C:11]=3[CH:17]=2)[CH:29]=[CH:28][CH:27]=1)=[O:25])(=[O:48])=[O:47])([CH3:45])([CH3:44])[CH3:43]. The catalyst is CN(C1C=CN=CC=1)C.CN(C=O)C. (2) The reactants are [CH2:1]([Sn:5](=[O:10])[CH2:6][CH2:7][CH2:8][CH3:9])[CH2:2][CH2:3][CH3:4].[CH3:11][CH:12]([CH3:16])[CH2:13][CH2:14][OH:15]. No catalyst specified. The product is [CH2:1]([Sn:5]([CH2:6][CH2:7][CH2:8][CH3:9])([O:15][CH2:14][CH2:13][CH:12]([CH3:16])[CH3:11])[O:10][Sn:5]([CH2:6][CH2:7][CH2:8][CH3:9])([CH2:1][CH2:2][CH2:3][CH3:4])[O:15][CH2:14][CH2:13][CH:12]([CH3:16])[CH3:11])[CH2:2][CH2:3][CH3:4]. The yield is 0.990.